From a dataset of HIV replication inhibition screening data with 41,000+ compounds from the AIDS Antiviral Screen. Binary Classification. Given a drug SMILES string, predict its activity (active/inactive) in a high-throughput screening assay against a specified biological target. (1) The drug is O=C(O)c1ccc([N+](=O)[O-])c2c(=O)c3ccccc3[nH]c12. The result is 0 (inactive). (2) The compound is COc1cc(OC)c2c(O)c(S(=O)(=O)c3ccc(C)cc3)c(=O)oc2c1. The result is 0 (inactive). (3) The result is 0 (inactive). The drug is C=CCOCn1cc(F)c(=O)[nH]c1=O.